Dataset: Full USPTO retrosynthesis dataset with 1.9M reactions from patents (1976-2016). Task: Predict the reactants needed to synthesize the given product. (1) The reactants are: Cl.Cl.[CH3:3][O:4][C@H:5]1[CH2:9][N:8]([CH2:10][C:11](=[O:22])[NH:12][C:13]2[S:14][C:15]3[CH2:16][CH2:17][CH2:18][NH:19][C:20]=3[N:21]=2)[CH2:7][C@@H:6]1[NH:23][C:24]([C:26]1[S:27][C:28]([Cl:31])=[CH:29][CH:30]=1)=[O:25].Br[CH2:33][CH:34]1[CH2:36][CH2:35]1. Given the product [CH:34]1([CH2:33][CH:18]2[CH2:17][CH2:16][C:15]3[S:14][C:13]([NH:12][C:11]([CH2:10][N:8]4[CH2:9][C@H:5]([O:4][CH3:3])[C@@H:6]([NH:23][C:24]([C:26]5[S:27][C:28]([Cl:31])=[CH:29][CH:30]=5)=[O:25])[CH2:7]4)=[O:22])=[N:21][C:20]=3[NH:19]2)[CH2:36][CH2:35]1, predict the reactants needed to synthesize it. (2) Given the product [ClH:36].[F:35][C:6]1[CH:5]=[CH:4][C:3]([C:1]#[N:2])=[C:11]2[C:7]=1[CH:8]=[C:9]([C:22]1[CH2:27][CH2:26][NH:25][CH2:24][CH:23]=1)[N:10]2[S:12]([C:15]1[CH:21]=[CH:20][C:18]([CH3:19])=[CH:17][CH:16]=1)(=[O:13])=[O:14], predict the reactants needed to synthesize it. The reactants are: [C:1]([C:3]1[CH:4]=[CH:5][C:6]([F:35])=[C:7]2[C:11]=1[N:10]([S:12]([C:15]1[CH:21]=[CH:20][C:18]([CH3:19])=[CH:17][CH:16]=1)(=[O:14])=[O:13])[C:9]([C:22]1[CH2:27][CH2:26][N:25](C(OC(C)(C)C)=O)[CH2:24][CH:23]=1)=[CH:8]2)#[N:2].[ClH:36].CCOC(C)=O. (3) Given the product [Br:26][C:23]1[CH:24]=[CH:25][C:20]([NH:19][C:18]2[C:5]([C:3]([OH:4])=[O:2])=[CH:6][C:7]3[N:11]([CH2:12][CH2:13][CH2:14][CH:15]=[CH2:16])[CH:10]=[N:9][C:8]=3[C:17]=2[F:28])=[C:21]([CH3:27])[CH:22]=1, predict the reactants needed to synthesize it. The reactants are: C[O:2][C:3]([C:5]1[C:18]([NH:19][C:20]2[CH:25]=[CH:24][C:23]([Br:26])=[CH:22][C:21]=2[CH3:27])=[C:17]([F:28])[C:8]2[N:9]=[CH:10][N:11]([CH2:12][CH2:13][CH2:14][CH:15]=[CH2:16])[C:7]=2[CH:6]=1)=[O:4]. (4) Given the product [Si:1]([O:8][CH2:9][C:10]1[CH:11]=[CH:12][C:13]2[O:18][CH2:17][CH2:16][N:15]([C:31]([C:30]3[CH:34]=[C:35]([Cl:38])[C:36]([OH:37])=[C:28]([Cl:27])[CH:29]=3)=[O:32])[C:14]=2[CH:19]=1)([C:4]([CH3:7])([CH3:5])[CH3:6])([CH3:3])[CH3:2], predict the reactants needed to synthesize it. The reactants are: [Si:1]([O:8][CH2:9][C:10]1[CH:11]=[CH:12][C:13]2[O:18][CH2:17][CH2:16][NH:15][C:14]=2[CH:19]=1)([C:4]([CH3:7])([CH3:6])[CH3:5])([CH3:3])[CH3:2].C(N(CC)CC)C.[Cl:27][C:28]1[CH:29]=[C:30]([CH:34]=[C:35]([Cl:38])[C:36]=1[OH:37])[C:31](Cl)=[O:32]. (5) Given the product [CH2:25]([OH:47])[C@H:26]1[O:31][C@H:30]([O:32][C@:33]2([CH2:42][OH:43])[O:37][C@H:36]([CH2:38][OH:39])[C@@H:35]([OH:40])[C@@H:34]2[OH:41])[C@H:29]([OH:44])[C@@H:28]([OH:45])[C@@H:27]1[OH:46].[NH2:1][C@H:2]([C:10]([OH:12])=[O:11])[CH2:3][CH2:4][CH2:5][NH:6][C:7](=[NH:8])[NH2:9].[NH2:13][C@H:14]([C:22]([OH:24])=[O:23])[CH2:15][C:16]1[CH:21]=[CH:20][CH:19]=[CH:18][CH:17]=1, predict the reactants needed to synthesize it. The reactants are: [NH2:1][C@H:2]([C:10]([OH:12])=[O:11])[CH2:3][CH2:4][CH2:5][NH:6][C:7](=[NH:9])[NH2:8].[NH2:13][C@H:14]([C:22]([OH:24])=[O:23])[CH2:15][C:16]1[CH:21]=[CH:20][CH:19]=[CH:18][CH:17]=1.[CH2:25]([OH:47])[C@H:26]1[O:31][C@H:30]([O:32][C@:33]2([CH2:42][OH:43])[O:37][C@H:36]([CH2:38][OH:39])[C@@H:35]([OH:40])[C@@H:34]2[OH:41])[C@H:29]([OH:44])[C@@H:28]([OH:45])[C@@H:27]1[OH:46]. (6) Given the product [C:23]([N:20]1[CH2:21][CH2:22][CH:17]([C:11]2[NH:12][C:13](=[O:16])[C:14]3[O:15][C:6]4[CH:5]=[CH:4][C:3]([Br:2])=[CH:8][C:7]=4[C:9]=3[N:10]=2)[CH2:18][CH2:19]1)(=[O:25])[CH3:24], predict the reactants needed to synthesize it. The reactants are: Cl.[Br:2][C:3]1[CH:4]=[CH:5][C:6]2[O:15][C:14]3[C:13](=[O:16])[NH:12][C:11]([CH:17]4[CH2:22][CH2:21][NH:20][CH2:19][CH2:18]4)=[N:10][C:9]=3[C:7]=2[CH:8]=1.[C:23](O)(=[O:25])[CH3:24].C(N(CC)CC)C.CN(C(ON1N=NC2C=CC=NC1=2)=[N+](C)C)C.F[P-](F)(F)(F)(F)F.